This data is from Full USPTO retrosynthesis dataset with 1.9M reactions from patents (1976-2016). The task is: Predict the reactants needed to synthesize the given product. (1) Given the product [OH:39][C@@H:37]([CH3:38])[C:35]([N:2]1[CH2:7][CH2:6][CH2:5][C@@H:4]([NH:8][C:9]([C:11]2[C:15]3[N:16]=[CH:17][N:18]=[C:19]([C:20]4[CH:25]=[C:24]([O:26][CH3:27])[C:23]([F:28])=[CH:22][C:21]=4[O:29][CH2:30][CH:31]4[CH2:32][CH2:33]4)[C:14]=3[NH:13][CH:12]=2)=[O:10])[CH2:3]1)=[O:36], predict the reactants needed to synthesize it. The reactants are: Cl.[NH:2]1[CH2:7][CH2:6][CH2:5][C@@H:4]([NH:8][C:9]([C:11]2[C:15]3[N:16]=[CH:17][N:18]=[C:19]([C:20]4[CH:25]=[C:24]([O:26][CH3:27])[C:23]([F:28])=[CH:22][C:21]=4[O:29][CH2:30][CH:31]4[CH2:33][CH2:32]4)[C:14]=3[NH:13][CH:12]=2)=[O:10])[CH2:3]1.Cl[C:35]([C@@H:37]([O:39]C(=O)C)[CH3:38])=[O:36]. (2) Given the product [C:1]([O:9][C:8]([C:10]12[CH2:19][CH:14]3[CH2:15][CH:16]([CH2:18][CH:12]([CH2:13]3)[CH2:11]1)[CH2:17]2)([CH2:6][CH3:7])[CH2:20][CH3:21])(=[O:4])[CH:2]=[CH2:3], predict the reactants needed to synthesize it. The reactants are: [C:1](Cl)(=[O:4])[CH:2]=[CH2:3].[CH2:6]([C:8]([CH2:20][CH3:21])([C:10]12[CH2:19][CH:14]3[CH2:15][CH:16]([CH2:18][CH:12]([CH2:13]3)[CH2:11]1)[CH2:17]2)[OH:9])[CH3:7].C(N(CC)CC)C.O1CCCC1. (3) Given the product [CH2:23]([O:22][C:19]1[CH:20]=[CH:21][C:12]([C@@H:3]([O:4][Si:5]([C:8]([CH3:11])([CH3:10])[CH3:9])([CH3:7])[CH3:6])[CH2:2][N:1]([C:75]([O:77][C:78]([CH3:79])([CH3:80])[CH3:81])=[O:76])[CH2:54][CH2:53][CH2:52][CH2:51][CH2:50][O:49][C:46]2[CH:47]=[CH:48][C:43]([C:32]([OH:31])([C:37]3[CH:42]=[CH:41][CH:40]=[CH:39][CH:38]=3)[C:33]([O:35][CH3:36])=[O:34])=[CH:44][CH:45]=2)=[C:13]2[C:18]=1[NH:17][C:16](=[O:30])[CH:15]=[CH:14]2)[C:24]1[CH:29]=[CH:28][CH:27]=[CH:26][CH:25]=1, predict the reactants needed to synthesize it. The reactants are: [NH2:1][CH2:2][C@@H:3]([C:12]1[CH:21]=[CH:20][C:19]([O:22][CH2:23][C:24]2[CH:29]=[CH:28][CH:27]=[CH:26][CH:25]=2)=[C:18]2[C:13]=1[CH:14]=[CH:15][C:16](=[O:30])[NH:17]2)[O:4][Si:5]([C:8]([CH3:11])([CH3:10])[CH3:9])([CH3:7])[CH3:6].[OH:31][C:32]([C:43]1[CH:48]=[CH:47][C:46]([O:49][CH2:50][CH2:51][CH2:52][CH2:53][CH:54]=O)=[CH:45][CH:44]=1)([C:37]1[CH:42]=[CH:41][CH:40]=[CH:39][CH:38]=1)[C:33]([O:35][CH3:36])=[O:34].[O-]S([O-])(=O)=O.[Na+].[Na+].CC(O)=O.[C:75](O[C:75]([O:77][C:78]([CH3:81])([CH3:80])[CH3:79])=[O:76])([O:77][C:78]([CH3:81])([CH3:80])[CH3:79])=[O:76]. (4) Given the product [N:6]1([C:9]2[C:18]3[C:13](=[CH:14][CH:15]=[CH:16][CH:17]=3)[CH:12]=[C:11]([C:19]3[CH:20]=[CH:21][C:22]([S:25](=[O:30])(=[O:29])[NH:26][CH2:27][CH3:28])=[CH:23][CH:24]=3)[N:10]=2)[CH2:7][CH2:8][NH:3][CH2:4][CH2:5]1, predict the reactants needed to synthesize it. The reactants are: C([N:3]1[CH2:8][CH2:7][N:6]([C:9]2[C:18]3[C:13](=[CH:14][CH:15]=[CH:16][CH:17]=3)[CH:12]=[C:11]([C:19]3[CH:24]=[CH:23][C:22]([S:25](=[O:30])(=[O:29])[NH:26][CH2:27][CH3:28])=[CH:21][CH:20]=3)[N:10]=2)[CH2:5][CH2:4]1)=O.[OH-].[Na+]. (5) Given the product [Br:20][C:10]1[S:9][C:8]([C:6]2[N:7]=[C:1]([CH3:2])[O:4][N:5]=2)=[N:12][C:11]=1[CH2:13][CH:14]1[CH2:19][CH2:18][CH2:17][CH2:16][CH2:15]1, predict the reactants needed to synthesize it. The reactants are: [C:1]([O:4][N:5]=[C:6]([C:8]1[S:9][C:10]([Br:20])=[C:11]([CH2:13][CH:14]2[CH2:19][CH2:18][CH2:17][CH2:16][CH2:15]2)[N:12]=1)[NH2:7])(=O)[CH3:2].CC([O-])=O.[Na+]. (6) Given the product [CH3:8][C:4]1[CH:5]=[N:6][O:7][C:3]=1[CH2:2][C:9]#[N:10], predict the reactants needed to synthesize it. The reactants are: Cl[CH2:2][C:3]1[O:7][N:6]=[CH:5][C:4]=1[CH3:8].[C-:9]#[N:10].[K+].ClCCl.CO. (7) Given the product [ClH:44].[C:29]([N:33]1[CH2:37][C@@H:36]([C:38]2[CH:39]=[CH:40][C:41]([Cl:44])=[CH:42][CH:43]=2)[C@H:35]([C:45]([N:11]2[CH2:12][C@@H:8]([N:7]([C:5](=[O:6])[C:4]([CH3:27])([CH3:26])[CH2:3][N:2]([CH3:1])[CH3:28])[CH:18]3[CH2:23][CH2:22][C:21]([CH3:24])([CH3:25])[CH2:20][CH2:19]3)[CH2:9][C@H:10]2[C:13]([N:15]([CH3:16])[CH3:17])=[O:14])=[O:46])[CH2:34]1)([CH3:32])([CH3:31])[CH3:30], predict the reactants needed to synthesize it. The reactants are: [CH3:1][N:2]([CH3:28])[CH2:3][C:4]([CH3:27])([CH3:26])[C:5]([N:7]([CH:18]1[CH2:23][CH2:22][C:21]([CH3:25])([CH3:24])[CH2:20][CH2:19]1)[C@@H:8]1[CH2:12][NH:11][C@H:10]([C:13]([N:15]([CH3:17])[CH3:16])=[O:14])[CH2:9]1)=[O:6].[C:29]([N:33]1[CH2:37][C@@H:36]([C:38]2[CH:43]=[CH:42][C:41]([Cl:44])=[CH:40][CH:39]=2)[C@H:35]([C:45](O)=[O:46])[CH2:34]1)([CH3:32])([CH3:31])[CH3:30].